This data is from Catalyst prediction with 721,799 reactions and 888 catalyst types from USPTO. The task is: Predict which catalyst facilitates the given reaction. (1) Reactant: [NH:1]1[CH2:5][CH2:4][CH2:3][CH2:2]1.[CH3:6][O:7][C:8](=[O:17])[C:9]1[CH:14]=[CH:13][CH:12]=[C:11]([CH2:15]Br)[CH:10]=1.[Na]. Product: [CH3:6][O:7][C:8](=[O:17])[C:9]1[CH:14]=[CH:13][CH:12]=[C:11]([CH2:15][N:1]2[CH2:5][CH2:4][CH2:3][CH2:2]2)[CH:10]=1. The catalyst class is: 7. (2) Reactant: Cl.[NH2:2][C:3](=[NH:10])[CH2:4][C:5]([O:7][CH2:8][CH3:9])=[O:6].[O-]CC.[Na+].Br[CH2:16][C:17]([C:19]1[CH:28]=[CH:27][CH:26]=[C:25]2[C:20]=1[N:21]=[C:22]([F:30])[C:23]([CH3:29])=[N:24]2)=O. Product: [NH2:10][C:3]1[NH:2][C:17]([C:19]2[CH:28]=[CH:27][CH:26]=[C:25]3[C:20]=2[N:21]=[C:22]([F:30])[C:23]([CH3:29])=[N:24]3)=[CH:16][C:4]=1[C:5]([O:7][CH2:8][CH3:9])=[O:6]. The catalyst class is: 14. (3) Reactant: Cl[CH2:2][CH2:3][CH2:4][S:5]([O:8][CH2:9][C:10]([CH3:25])([CH3:24])[C@@H:11]([O:16][CH2:17][C:18]1[CH:23]=[CH:22][CH:21]=[CH:20][CH:19]=1)[C:12]([O:14][CH3:15])=[O:13])(=[O:7])=[O:6].[N-:26]=[N+:27]=[N-:28].[Na+]. Product: [N:26]([CH2:2][CH2:3][CH2:4][S:5]([O:8][CH2:9][C:10]([CH3:25])([CH3:24])[C@@H:11]([O:16][CH2:17][C:18]1[CH:23]=[CH:22][CH:21]=[CH:20][CH:19]=1)[C:12]([O:14][CH3:15])=[O:13])(=[O:7])=[O:6])=[N+:27]=[N-:28]. The catalyst class is: 16. (4) Reactant: [CH3:1][C:2]1[CH:3]=[CH:4][CH:5]=[C:6]2[C:10]=1[N:9]([CH2:11][CH2:12][OH:13])[CH:8]=[CH:7]2.CCN(C(C)C)C(C)C.[CH3:23][S:24](Cl)(=[O:26])=[O:25]. Product: [CH3:1][C:2]1[CH:3]=[CH:4][CH:5]=[C:6]2[C:10]=1[N:9]([CH2:11][CH2:12][O:13][S:24]([CH3:23])(=[O:26])=[O:25])[CH:8]=[CH:7]2. The catalyst class is: 2. (5) Reactant: [OH:1][CH2:2][C:3]([C@H:5]([C@@H:7]([C@@H:9]([CH2:11][OH:12])[OH:10])O)[OH:6])=O.[CH3:13][OH:14].O.S(=O)(=O)(O)[OH:17]. Product: [OH:1][CH2:2][C:3]1[O:10][C:9]([CH:11]=[O:12])=[CH:7][CH:5]=1.[CH3:13][O:12][CH2:11][C:9]1[O:10][C:3]([CH:2]=[O:1])=[CH:5][CH:7]=1.[CH3:13][O:14][C:11](=[O:12])[CH2:9][CH2:7][C:5]([CH3:3])=[O:6].[C:11]([OH:12])(=[O:17])[CH2:9][CH2:7][C:5]([CH3:3])=[O:6]. The catalyst class is: 24. (6) Reactant: Br[C:2]1[CH:3]=[C:4]([CH:7]=[C:8]([F:10])[CH:9]=1)[C:5]#[N:6].[CH3:11][C:12]1([CH3:28])[C:16]([CH3:18])([CH3:17])[O:15][B:14]([B:14]2[O:15][C:16]([CH3:18])([CH3:17])[C:12]([CH3:28])([CH3:11])[O:13]2)[O:13]1.C([O-])(=O)C.[K+]. Product: [F:10][C:8]1[CH:7]=[C:4]([CH:3]=[C:2]([B:14]2[O:15][C:16]([CH3:18])([CH3:17])[C:12]([CH3:28])([CH3:11])[O:13]2)[CH:9]=1)[C:5]#[N:6]. The catalyst class is: 151. (7) Reactant: [NH2:1][C:2]1[N:7]=[CH:6][C:5]([S:8]([C:11]2[CH:12]=[C:13]([C:18]([NH2:20])=[O:19])[S:14][C:15]=2[S:16][CH3:17])(=[O:10])=[O:9])=[CH:4][C:3]=1Br.[C:22]1([CH3:37])[CH:27]=[CH:26][CH:25]=[CH:24][C:23]=1C1C=CC=CC=1B(O)O.C([O-])([O-])=O.[Na+].[Na+].C(O)C. Product: [NH2:1][C:2]1[N:7]=[CH:6][C:5]([S:8]([C:11]2[CH:12]=[C:13]([C:18]([NH2:20])=[O:19])[S:14][C:15]=2[S:16][CH3:17])(=[O:10])=[O:9])=[CH:4][C:3]=1[C:23]1[CH:24]=[CH:25][CH:26]=[CH:27][C:22]=1[CH3:37]. The catalyst class is: 206. (8) Reactant: C(OC(=O)[NH:7][C:8]1[CH:13]=[CH:12][C:11]([C:14]2[CH:19]=[CH:18][CH:17]=[CH:16][C:15]=2[F:20])=[CH:10][C:9]=1[NH:21][C:22](=[O:38])[CH2:23][C:24](=O)[C:25]1[CH:30]=[CH:29][CH:28]=[C:27]([C:31]2[CH:36]=[CH:35][CH:34]=[CH:33][N:32]=2)[CH:26]=1)(C)(C)C.C(O)(C(F)(F)F)=O. Product: [F:20][C:15]1[CH:16]=[CH:17][CH:18]=[CH:19][C:14]=1[C:11]1[CH:12]=[CH:13][C:8]2[N:7]=[C:24]([C:25]3[CH:30]=[CH:29][CH:28]=[C:27]([C:31]4[CH:36]=[CH:35][CH:34]=[CH:33][N:32]=4)[CH:26]=3)[CH2:23][C:22](=[O:38])[NH:21][C:9]=2[CH:10]=1. The catalyst class is: 2.